Dataset: Reaction yield outcomes from USPTO patents with 853,638 reactions. Task: Predict the reaction yield, written as a fraction of the theoretical maximum amount of product (1.0 means a 100% yield; for example, 0.34 means a 34% yield). The reactants are Cl[C:2]1[N:7]=[C:6]([O:8][CH3:9])[CH:5]=[CH:4][N:3]=1.[F:10][C:11]1[CH:12]=[CH:13][C:14]2[N:15]([CH:17]=[CH:18][N:19]=2)[CH:16]=1.COC1C=CN=C(C2N3C=C(C#N)C=CC3=NC=2)N=1. The catalyst is C(OCC)(=O)C. The product is [F:10][C:11]1[CH:12]=[CH:13][C:14]2[N:15]([C:17]([C:2]3[N:7]=[C:6]([O:8][CH3:9])[CH:5]=[CH:4][N:3]=3)=[CH:18][N:19]=2)[CH:16]=1. The yield is 0.900.